This data is from Reaction yield outcomes from USPTO patents with 853,638 reactions. The task is: Predict the reaction yield, written as a fraction of the theoretical maximum amount of product (1.0 means a 100% yield; for example, 0.34 means a 34% yield). The reactants are Cl[CH2:2][C:3]1[CH:28]=[CH:27][C:6]([C:7]([NH:9][C:10]2[S:11][C:12]3[C:18]([N:19]4[CH2:24][CH2:23][O:22][CH2:21][CH2:20]4)=[CH:17][CH:16]=[C:15]([O:25][CH3:26])[C:13]=3[N:14]=2)=[O:8])=[CH:5][CH:4]=1.C([N:36]1[CH2:41][CH2:40][NH:39][CH2:38][CH2:37]1)(OC(C)(C)C)=O.C(=O)([O-])N.C(=O)([O-])[O-].[Na+].[Na+]. The catalyst is FC(F)(F)C(O)=O. The product is [CH3:26][O:25][C:15]1[C:13]2[N:14]=[C:10]([NH:9][C:7](=[O:8])[C:6]3[CH:5]=[CH:4][C:3]([CH2:2][N:36]4[CH2:41][CH2:40][NH:39][CH2:38][CH2:37]4)=[CH:28][CH:27]=3)[S:11][C:12]=2[C:18]([N:19]2[CH2:24][CH2:23][O:22][CH2:21][CH2:20]2)=[CH:17][CH:16]=1. The yield is 0.720.